Dataset: Reaction yield outcomes from USPTO patents with 853,638 reactions. Task: Predict the reaction yield, written as a fraction of the theoretical maximum amount of product (1.0 means a 100% yield; for example, 0.34 means a 34% yield). (1) The reactants are [NH2:1][C:2]1[CH:3]=[C:4]([CH:8]=[CH:9][CH:10]=1)[C:5]([NH2:7])=[O:6].[CH3:11][O:12][C:13]1[CH:14]=[C:15](B(O)O)[CH:16]=[CH:17][C:18]=1[O:19][CH3:20].O.[C:25]([OH:29])(=[O:28])[CH:26]=O. The catalyst is C(#N)C.CN(C=O)C. The product is [C:5]([C:4]1[CH:3]=[C:2]([NH:1][CH:26]([C:15]2[CH:16]=[CH:17][C:18]([O:19][CH3:20])=[C:13]([O:12][CH3:11])[CH:14]=2)[C:25]([OH:29])=[O:28])[CH:10]=[CH:9][CH:8]=1)(=[O:6])[NH2:7]. The yield is 0.780. (2) The reactants are C(=O)([O-])[O-].[K+].[K+].F[C:8]1[CH:13]=[CH:12][C:11]([N+:14]([O-:16])=[O:15])=[CH:10][CH:9]=1.[OH:17][C:18]1[CH:22]=[C:21]([CH3:23])[NH:20][N:19]=1.Cl. The catalyst is CN(C=O)C. The product is [CH3:23][C:21]1[NH:20][N:19]=[C:18]([O:17][C:8]2[CH:13]=[CH:12][C:11]([N+:14]([O-:16])=[O:15])=[CH:10][CH:9]=2)[CH:22]=1. The yield is 0.633. (3) The reactants are [Br:1][C:2](Br)=[CH:3][C:4]1[CH:9]=[CH:8][C:7]([F:10])=[CH:6][CH:5]=1.CC(C)([O-])C.[K+].C1(C)C=CC=CC=1. The product is [Br:1][C:2]#[C:3][C:4]1[CH:9]=[CH:8][C:7]([F:10])=[CH:6][CH:5]=1. The yield is 0.700. The catalyst is O. (4) The reactants are Cl[C:2]1[CH:12]=[CH:11][C:5]([C:6]([O:8][CH2:9][CH3:10])=[O:7])=[CH:4][C:3]=1[N+:13]([O-:15])=[O:14].C([O-])([O-])=O.[K+].[K+].[CH3:22][N:23]1[CH2:28][CH2:27][N:26]([NH2:29])[CH2:25][CH2:24]1. No catalyst specified. The product is [CH3:22][N:23]1[CH2:28][CH2:27][N:26]([NH:29][C:2]2[CH:12]=[CH:11][C:5]([C:6]([O:8][CH2:9][CH3:10])=[O:7])=[CH:4][C:3]=2[N+:13]([O-:15])=[O:14])[CH2:25][CH2:24]1. The yield is 0.660. (5) The reactants are F.F.F.C(N(CC)CC)C.C(N(CC)CC)C.[Si]([O:35][CH2:36][C@H:37]1[O:41][C@@H:40]([N:42]2[CH:49]=[C:48]([CH3:50])[C:46](=[O:47])[NH:45][C:43]2=[O:44])[C@H:39]([O:51][CH2:52][CH2:53][O:54][N:55]([CH3:57])[CH3:56])[C@@H:38]1[OH:58])(C(C)(C)C)(C1C=CC=CC=1)C1C=CC=CC=1.CO. The catalyst is C1COCC1.C(Cl)Cl. The product is [CH3:56][N:55]([CH3:57])[O:54][CH2:53][CH2:52][O:51][C@@H:39]1[C@H:38]([OH:58])[C@@H:37]([CH2:36][OH:35])[O:41][C@H:40]1[N:42]1[CH:49]=[C:48]([CH3:50])[C:46](=[O:47])[NH:45][C:43]1=[O:44]. The yield is 0.925. (6) The reactants are [CH3:1][C:2]1([CH3:9])[CH2:5][CH:4](C(O)=O)[CH2:3]1.[F:10][C:11]1[CH:17]=[C:16]([CH3:18])[C:15]([B:19]2[O:23][C:22]([CH3:25])([CH3:24])[C:21]([CH3:27])([CH3:26])[O:20]2)=[CH:14][C:12]=1[NH2:13].C([N:30]([CH2:33]C)CC)C.C1(P(N=[N+]=[N-])(C2C=CC=CC=2)=[O:42])C=CC=CC=1. The catalyst is O1CCOCC1. The product is [CH3:9][C:2]1([CH3:1])[CH2:3][CH:4]([NH:30][C:33]([NH:13][C:12]2[CH:14]=[C:15]([B:19]3[O:23][C:22]([CH3:25])([CH3:24])[C:21]([CH3:27])([CH3:26])[O:20]3)[C:16]([CH3:18])=[CH:17][C:11]=2[F:10])=[O:42])[CH2:5]1. The yield is 0.490.